Dataset: Forward reaction prediction with 1.9M reactions from USPTO patents (1976-2016). Task: Predict the product of the given reaction. (1) The product is: [Cl:1][C:2]1[CH:3]=[CH:4][C:5]([C@H:8]2[N:15]3[C:11]([S:12][C:13]([C:19]([N:34]([CH2:33][C:32]([N:31]([CH3:37])[CH3:30])=[O:36])[CH3:35])=[O:20])=[C:14]3[CH:16]([CH3:17])[CH3:18])=[N:10][C@:9]2([C:23]2[CH:28]=[CH:27][C:26]([Cl:29])=[CH:25][CH:24]=2)[CH3:22])=[CH:6][CH:7]=1. Given the reactants [Cl:1][C:2]1[CH:7]=[CH:6][C:5]([C@H:8]2[N:15]3[C:11]([S:12][C:13]([C:19](O)=[O:20])=[C:14]3[CH:16]([CH3:18])[CH3:17])=[N:10][C@:9]2([C:23]2[CH:28]=[CH:27][C:26]([Cl:29])=[CH:25][CH:24]=2)[CH3:22])=[CH:4][CH:3]=1.[CH3:30][N:31]([CH3:37])[C:32](=[O:36])[CH2:33][NH:34][CH3:35], predict the reaction product. (2) Given the reactants [CH3:1][O:2][C:3]1[CH:8]=[CH:7][C:6]([CH3:9])=[CH:5][C:4]=1[CH2:10]O.C1(P([N:26]=[N+:27]=[N-:28])(C2C=CC=CC=2)=O)C=CC=CC=1.N12CCCN=C1CCCCC2.O, predict the reaction product. The product is: [N:26]([CH2:10][C:4]1[CH:5]=[C:6]([CH3:9])[CH:7]=[CH:8][C:3]=1[O:2][CH3:1])=[N+:27]=[N-:28]. (3) Given the reactants [CH3:1][C:2]([CH:4]([CH3:6])[CH3:5])=O.Cl.[N+:8]([C:11]1[CH:12]=[C:13]([NH:17][NH2:18])[CH:14]=[CH:15][CH:16]=1)([O-:10])=[O:9].O.O.O.C([O-])(=O)C.[Na+], predict the reaction product. The product is: [N+:8]([C:11]1[CH:12]=[C:13]([NH:17]/[N:18]=[C:2](/[CH:4]([CH3:6])[CH3:5])\[CH3:1])[CH:14]=[CH:15][CH:16]=1)([O-:10])=[O:9]. (4) Given the reactants I[C:2]1[C:10]2[C:5](=[N:6][CH:7]=[N:8][C:9]=2[NH2:11])[N:4]([CH:12]([C:14]2[CH:15]=[C:16]3[N:21]([C:22]=2[C:23]2[CH:28]=[CH:27][CH:26]=[CH:25][N:24]=2)[CH:20]=[CH:19][CH:18]=[CH:17]3)[CH3:13])[N:3]=1.[C:29]1(B(O)O)[CH:34]=[CH:33][CH:32]=[CH:31][CH:30]=1, predict the reaction product. The product is: [C:29]1([C:2]2[C:10]3[C:5](=[N:6][CH:7]=[N:8][C:9]=3[NH2:11])[N:4]([CH:12]([C:14]3[CH:15]=[C:16]4[N:21]([C:22]=3[C:23]3[CH:28]=[CH:27][CH:26]=[CH:25][N:24]=3)[CH:20]=[CH:19][CH:18]=[CH:17]4)[CH3:13])[N:3]=2)[CH:34]=[CH:33][CH:32]=[CH:31][CH:30]=1. (5) Given the reactants [F:1][C:2]1[CH:7]=[CH:6][C:5]([CH2:8][CH2:9][CH2:10][C:11]([OH:13])=O)=[CH:4][CH:3]=1.S(Cl)(Cl)=O.[Cl-].[Al+3].[Cl-].[Cl-], predict the reaction product. The product is: [F:1][C:2]1[CH:3]=[C:4]2[C:5]([CH2:8][CH2:9][CH2:10][C:11]2=[O:13])=[CH:6][CH:7]=1.